This data is from Forward reaction prediction with 1.9M reactions from USPTO patents (1976-2016). The task is: Predict the product of the given reaction. (1) Given the reactants [F:1][C:2]1[CH:7]=[CH:6][C:5]([C:8]([C:10]2[CH:15]=[CH:14][C:13]([OH:16])=[CH:12][CH:11]=2)=[O:9])=[CH:4][CH:3]=1.[I-:17].[K+].[I-], predict the reaction product. The product is: [F:1][C:2]1[CH:7]=[CH:6][C:5]([C:8]([C:10]2[CH:15]=[CH:14][C:13]([OH:16])=[C:12]([I:17])[CH:11]=2)=[O:9])=[CH:4][CH:3]=1. (2) The product is: [CH2:1]([O:3][C:4](=[O:20])[C:5]([O:8][C:9]1[C:18]2[C:13](=[CH:14][CH:15]=[CH:16][CH:17]=2)[CH:12]=[C:11]([O:19][CH2:31][CH2:30][C:29]2[C:24]([CH:21]3[CH2:23][CH2:22]3)=[N:25][C:26]([C:33]3[CH:38]=[CH:37][C:36]([C:39]([F:42])([F:40])[F:41])=[CH:35][CH:34]=3)=[N:27][CH:28]=2)[CH:10]=1)([CH3:7])[CH3:6])[CH3:2]. Given the reactants [CH2:1]([O:3][C:4](=[O:20])[C:5]([O:8][C:9]1[C:18]2[C:13](=[CH:14][CH:15]=[CH:16][CH:17]=2)[CH:12]=[C:11]([OH:19])[CH:10]=1)([CH3:7])[CH3:6])[CH3:2].[CH:21]1([C:24]2[C:29]([CH2:30][CH2:31]O)=[CH:28][N:27]=[C:26]([C:33]3[CH:38]=[CH:37][C:36]([C:39]([F:42])([F:41])[F:40])=[CH:35][CH:34]=3)[N:25]=2)[CH2:23][CH2:22]1, predict the reaction product. (3) Given the reactants Br[CH2:2][C:3]1[CH:8]=[C:7]([C:9]([O:11][CH2:12][CH3:13])=[O:10])[CH:6]=[CH:5][C:4]=1[C:14]1[CH:19]=[CH:18][CH:17]=[CH:16][CH:15]=1.[NH:20]1[CH2:25][CH2:24][CH2:23][CH2:22][CH2:21]1.C(=O)([O-])[O-].[K+].[K+].O, predict the reaction product. The product is: [N:20]1([CH2:2][C:3]2[CH:8]=[C:7]([C:9]([O:11][CH2:12][CH3:13])=[O:10])[CH:6]=[CH:5][C:4]=2[C:14]2[CH:19]=[CH:18][CH:17]=[CH:16][CH:15]=2)[CH2:25][CH2:24][CH2:23][CH2:22][CH2:21]1. (4) Given the reactants [C:1]([C:3]1[CH:8]=[CH:7][C:6]([C@@H:9]2[C:14]([C:15]([O:17]CC=C)=[O:16])=[C:13]([CH3:21])[N:12]([C:22]3[CH:27]=[CH:26][CH:25]=[C:24]([C:28]([F:31])([F:30])[F:29])[CH:23]=3)[C:11](=[O:32])[NH:10]2)=[CH:5][CH:4]=1)#[N:2].[Mn]([O-])(=O)(=O)=O.[K+].S([O-])([O-])(=O)=S.[Na+].[Na+].[CH3:46][C:47]([CH3:49])=[O:48].[OH2:50], predict the reaction product. The product is: [C:1]([C:3]1[CH:8]=[CH:7][C:6]([C@@H:9]2[C:14]([C:15]([O:17][CH2:46][CH:47]([OH:48])[CH2:49][OH:50])=[O:16])=[C:13]([CH3:21])[N:12]([C:22]3[CH:27]=[CH:26][CH:25]=[C:24]([C:28]([F:31])([F:30])[F:29])[CH:23]=3)[C:11](=[O:32])[NH:10]2)=[CH:5][CH:4]=1)#[N:2]. (5) Given the reactants [Br:1][C:2]1[C:10]2[C:9]([NH:11][C:12]3[CH:13]=[C:14]4[CH:20]=[N:19][NH:18][C:15]4=[N:16][CH:17]=3)=[N:8][CH:7]=[N:6][C:5]=2[NH:4][C:3]=1[C:21](O)=[O:22].[CH3:24][C@H:25]1[CH2:30][O:29][CH2:28][CH2:27][NH:26]1, predict the reaction product. The product is: [Br:1][C:2]1[C:10]2[C:9]([NH:11][C:12]3[CH:13]=[C:14]4[CH:20]=[N:19][NH:18][C:15]4=[N:16][CH:17]=3)=[N:8][CH:7]=[N:6][C:5]=2[NH:4][C:3]=1[C:21]([N:26]1[CH2:27][CH2:28][O:29][CH2:30][C@@H:25]1[CH3:24])=[O:22]. (6) Given the reactants Cl.[NH2:2][C@H:3]([C:14]([O:16][CH3:17])=[O:15])[CH2:4][C:5]1[C:13]2[C:8](=[CH:9][CH:10]=[CH:11][CH:12]=2)[NH:7][CH:6]=1.C(N(CC)CC)C.[CH:25]([C:28]1[CH:38]=[CH:37][C:31]([CH:32]=[CH:33][C:34](O)=[O:35])=[CH:30][CH:29]=1)([CH3:27])[CH3:26].CCN=C=NCCCN(C)C.Cl, predict the reaction product. The product is: [CH:25]([C:28]1[CH:29]=[CH:30][C:31]([CH:32]=[CH:33][C:34]([NH:2][C@H:3]([C:14]([O:16][CH3:17])=[O:15])[CH2:4][C:5]2[C:13]3[C:8](=[CH:9][CH:10]=[CH:11][CH:12]=3)[NH:7][CH:6]=2)=[O:35])=[CH:37][CH:38]=1)([CH3:27])[CH3:26]. (7) Given the reactants [C:1]([NH:8][C@H:9]([C:13]([OH:15])=[O:14])[CH:10]([CH3:12])[CH3:11])([O:3][C:4]([CH3:7])([CH3:6])[CH3:5])=[O:2].C1CCC(N=C=NC2CCCCC2)CC1.[CH3:31][C:32]([CH3:38])([CH2:36]O)[C:33]([OH:35])=[O:34].N1C=CC=CC=1, predict the reaction product. The product is: [CH3:31][C:32]([CH3:38])([CH2:36][O:14][C:13](=[O:15])[C@H:9]([CH:10]([CH3:11])[CH3:12])[NH:8][C:1]([O:3][C:4]([CH3:5])([CH3:7])[CH3:6])=[O:2])[C:33]([OH:35])=[O:34]. (8) Given the reactants [Cl:1][C:2]1[CH:3]=[C:4]([OH:11])[CH:5]=[C:6]([N+:8]([O-:10])=[O:9])[CH:7]=1.Br[CH2:13][CH2:14][O:15][CH2:16][CH2:17][O:18][CH2:19][CH2:20][O:21][CH3:22].C([O-])([O-])=O.[K+].[K+], predict the reaction product. The product is: [Cl:1][C:2]1[CH:7]=[C:6]([N+:8]([O-:10])=[O:9])[CH:5]=[C:4]([O:11][CH2:13][CH2:14][O:15][CH2:16][CH2:17][O:18][CH2:19][CH2:20][O:21][CH3:22])[CH:3]=1. (9) Given the reactants Cl.[C:2]([C:4]1([NH:7][C:8]([C@@H:10]2[CH2:14][C@@H:13]([S:15]([C:18]3[CH:23]=[CH:22][CH:21]=[CH:20][C:19]=3[Cl:24])(=[O:17])=[O:16])[CH2:12][NH:11]2)=[O:9])[CH2:6][CH2:5]1)#[N:3].[C:25]1([CH2:31][CH:32]=O)[CH:30]=[CH:29][CH:28]=[CH:27][CH:26]=1, predict the reaction product. The product is: [C:2]([C:4]1([NH:7][C:8]([C@@H:10]2[CH2:14][C@@H:13]([S:15]([C:18]3[CH:23]=[CH:22][CH:21]=[CH:20][C:19]=3[Cl:24])(=[O:17])=[O:16])[CH2:12][N:11]2[CH2:32][CH2:31][C:25]2[CH:30]=[CH:29][CH:28]=[CH:27][CH:26]=2)=[O:9])[CH2:6][CH2:5]1)#[N:3].